This data is from Forward reaction prediction with 1.9M reactions from USPTO patents (1976-2016). The task is: Predict the product of the given reaction. (1) Given the reactants Cl[CH2:2][CH2:3][NH:4][C:5]([NH:7][CH:8]1[C:16]2[C:11](=[CH:12][CH:13]=[C:14]([CH3:17])[CH:15]=2)[CH2:10][CH2:9]1)=[O:6].C1CCN2C(=NCCC2)CC1, predict the reaction product. The product is: [O:6]1[CH2:2][CH2:3][N:4]=[C:5]1[NH:7][CH:8]1[C:16]2[C:11](=[CH:12][CH:13]=[C:14]([CH3:17])[CH:15]=2)[CH2:10][CH2:9]1. (2) Given the reactants [CH3:1][N:2]([CH2:25][CH2:26][CH2:27][C:28](OC)=[O:29])[C:3]([C:5]1[CH:6]=[C:7]2[C:15](=[CH:16][CH:17]=1)[N:14]([CH3:18])[C:13]1[CH2:12][CH2:11][C@@H:10]([CH:19]3[CH2:24][CH2:23][O:22][CH2:21][CH2:20]3)[CH2:9][C:8]2=1)=[O:4].[OH-].[Li+].C(N(CC)C(C)C)(C)C.[CH2:43]([CH2:45][NH2:46])[OH:44].F[P-](F)(F)(F)(F)F.N1(OC(N(C)C)=[N+](C)C)C2N=CC=CC=2N=N1, predict the reaction product. The product is: [OH:44][CH2:43][CH2:45][NH:46][C:28](=[O:29])[CH2:27][CH2:26][CH2:25][N:2]([CH3:1])[C:3]([C:5]1[CH:6]=[C:7]2[C:15](=[CH:16][CH:17]=1)[N:14]([CH3:18])[C:13]1[CH2:12][CH2:11][C@@H:10]([CH:19]3[CH2:20][CH2:21][O:22][CH2:23][CH2:24]3)[CH2:9][C:8]2=1)=[O:4]. (3) Given the reactants [C:1]1([C@@:7]([N:20]2[CH2:25][CH2:24][CH2:23][CH2:22][CH2:21]2)([CH3:19])[C:8]([O:10][C@@H:11]2[CH:16]3[CH2:17][CH2:18][N:13]([CH2:14][CH2:15]3)[CH2:12]2)=[O:9])[CH:6]=[CH:5][CH:4]=[CH:3][CH:2]=1.[O:26]([CH2:33][CH2:34][CH2:35][Br:36])[C:27]1[CH:32]=[CH:31][CH:30]=[CH:29][CH:28]=1, predict the reaction product. The product is: [Br-:36].[O:26]([CH2:33][CH2:34][CH2:35][N+:13]12[CH2:18][CH2:17][CH:16]([CH2:15][CH2:14]1)[C@@H:11]([O:10][C:8](=[O:9])[C@:7]([C:1]1[CH:6]=[CH:5][CH:4]=[CH:3][CH:2]=1)([N:20]1[CH2:25][CH2:24][CH2:23][CH2:22][CH2:21]1)[CH3:19])[CH2:12]2)[C:27]1[CH:32]=[CH:31][CH:30]=[CH:29][CH:28]=1. (4) The product is: [P:6]([O:7][C:8]1[CH:13]=[CH:12][C:11]([C:14]2[C:23](=[O:24])[C:22]3[C:17](=[CH:18][C:19]([O:25][CH2:26][C:27]4[N:28]=[C:29]([C:32]5[CH:37]=[C:36]([F:38])[CH:35]=[C:34]([C:39]([F:42])([F:40])[F:41])[CH:33]=5)[O:30][CH:31]=4)=[CH:20][CH:21]=3)[O:16][CH:15]=2)=[CH:10][CH:9]=1)([O:5][C:1]([CH3:4])([CH3:3])[CH3:2])([O:43][C:44]([CH3:47])([CH3:46])[CH3:45])=[O:52]. Given the reactants [C:1]([O:5][P:6]([O:43][C:44]([CH3:47])([CH3:46])[CH3:45])[O:7][C:8]1[CH:13]=[CH:12][C:11]([C:14]2[C:23](=[O:24])[C:22]3[C:17](=[CH:18][C:19]([O:25][CH2:26][C:27]4[N:28]=[C:29]([C:32]5[CH:37]=[C:36]([F:38])[CH:35]=[C:34]([C:39]([F:42])([F:41])[F:40])[CH:33]=5)[O:30][CH:31]=4)=[CH:20][CH:21]=3)[O:16][CH:15]=2)=[CH:10][CH:9]=1)([CH3:4])([CH3:3])[CH3:2].C([O:52]O)(C)(C)C.S(=O)(O)[O-].[Na+], predict the reaction product. (5) Given the reactants Cl[C:2]1[N:7]=[N:6][C:5]([NH:8][CH2:9][CH:10]2[CH2:15][CH2:14][N:13]([C:16]([O:18][CH2:19][C:20]3[CH:25]=[CH:24][CH:23]=[CH:22][CH:21]=3)=[O:17])[CH2:12][CH2:11]2)=[CH:4][CH:3]=1.[H][H], predict the reaction product. The product is: [N:7]1[CH:2]=[CH:3][CH:4]=[C:5]([NH:8][CH2:9][CH:10]2[CH2:15][CH2:14][N:13]([C:16]([O:18][CH2:19][C:20]3[CH:25]=[CH:24][CH:23]=[CH:22][CH:21]=3)=[O:17])[CH2:12][CH2:11]2)[N:6]=1. (6) Given the reactants [NH2:1][C:2]1[CH:3]=[C:4]([C:28]2[CH:33]=[CH:32][C:31]([F:34])=[C:30]([F:35])[CH:29]=2)[CH:5]=[CH:6][C:7]=1[C:8]([NH:10][C@H:11]([C:18]([O:20][CH2:21][C:22]1[CH:27]=[CH:26][CH:25]=[CH:24][CH:23]=1)=[O:19])[CH2:12][C:13]([O:15][CH2:16][CH3:17])=[O:14])=[O:9].[N:36]([C:39]1[C:44]([CH3:45])=[CH:43][C:42]([CH3:46])=[CH:41][C:40]=1[CH3:47])=[C:37]=[O:38], predict the reaction product. The product is: [F:35][C:30]1[CH:29]=[C:28]([C:4]2[CH:5]=[CH:6][C:7]([C:8]([NH:10][C@H:11]([C:18]([O:20][CH2:21][C:22]3[CH:27]=[CH:26][CH:25]=[CH:24][CH:23]=3)=[O:19])[CH2:12][C:13]([O:15][CH2:16][CH3:17])=[O:14])=[O:9])=[C:2]([NH:1][C:37]([NH:36][C:39]3[C:40]([CH3:47])=[CH:41][C:42]([CH3:46])=[CH:43][C:44]=3[CH3:45])=[O:38])[CH:3]=2)[CH:33]=[CH:32][C:31]=1[F:34]. (7) The product is: [ClH:23].[CH2:1]([C@@H:4]([NH2:16])[C:5]1[CH:6]=[CH:7][C:8]([O:11][C:12]([F:14])([F:15])[F:13])=[CH:9][CH:10]=1)[CH:2]=[CH2:3]. Given the reactants [CH2:1]([C@@H:4]([NH:16][S@](C(C)(C)C)=O)[C:5]1[CH:10]=[CH:9][C:8]([O:11][C:12]([F:15])([F:14])[F:13])=[CH:7][CH:6]=1)[CH:2]=[CH2:3].[ClH:23], predict the reaction product. (8) Given the reactants ClC1C=CC(C2(O)CCN(CCC=C3C4C(=NC=CC=4)OC4C=CC=C(OCC(OCC)=O)C=4C3)CC2)=CC=1.[Cl:40][C:41]1[CH:46]=[CH:45][C:44]([C:47]2([OH:83])[CH2:52][CH2:51][N:50]([CH2:53][CH2:54][CH:55]=[C:56]3[C:66]4[C:61](=[N:62][CH:63]=[CH:64][CH:65]=4)[O:60][C:59]4[CH:67]=[CH:68][CH:69]=[C:70]([O:71][C:72]5[CH:77]=[CH:76][C:75]([C:78]([O:80]CC)=[O:79])=[CH:74][CH:73]=5)[C:58]=4[CH2:57]3)[CH2:49][CH2:48]2)=[CH:43][CH:42]=1, predict the reaction product. The product is: [C:78]([C:75]1[CH:74]=[CH:73][C:72]([O:71][C:70]2[C:58]3[CH2:57][C:56](=[CH:55][CH2:54][CH2:53][N:50]4[CH2:51][CH2:52][C:47]([C:44]5[CH:43]=[CH:42][C:41]([Cl:40])=[CH:46][CH:45]=5)([OH:83])[CH2:48][CH2:49]4)[C:66]4[C:61]([O:60][C:59]=3[CH:67]=[CH:68][CH:69]=2)=[N:62][CH:63]=[CH:64][CH:65]=4)=[CH:77][CH:76]=1)([OH:80])=[O:79]. (9) Given the reactants [NH:1]1[CH:5]=[CH:4][N:3]=[C:2]1[C:6]1[CH:11]=[CH:10][C:9]([N:12]2[C:16]([C:17]3[CH:22]=[CH:21][C:20]([O:23][CH3:24])=[CH:19][CH:18]=3)=[CH:15][CH:14]=[C:13]2[CH2:25][CH2:26][C:27]([O:29]CC)=[O:28])=[C:8]([CH3:32])[CH:7]=1.O.[OH-].[Li+], predict the reaction product. The product is: [NH:1]1[CH:5]=[CH:4][N:3]=[C:2]1[C:6]1[CH:11]=[CH:10][C:9]([N:12]2[C:16]([C:17]3[CH:22]=[CH:21][C:20]([O:23][CH3:24])=[CH:19][CH:18]=3)=[CH:15][CH:14]=[C:13]2[CH2:25][CH2:26][C:27]([OH:29])=[O:28])=[C:8]([CH3:32])[CH:7]=1. (10) Given the reactants [CH2:1]([O:8][C:9]([NH:11][C@@H:12]([CH2:16][NH:17][C:18]([O:20][C:21]([CH3:24])([CH3:23])[CH3:22])=[O:19])[C:13]([OH:15])=[O:14])=[O:10])[C:2]1[CH:7]=[CH:6][CH:5]=[CH:4][CH:3]=1.Br[CH2:26][C:27]([C:29]1[CH:34]=[CH:33][C:32]([NH:35][C:36](=[O:39])[O:37][CH3:38])=[CH:31][C:30]=1[OH:40])=[O:28], predict the reaction product. The product is: [OH:40][C:30]1[CH:31]=[C:32]([NH:35][C:36]([O:37][CH3:38])=[O:39])[CH:33]=[CH:34][C:29]=1[C:27](=[O:28])[CH2:26][O:14][C:13](=[O:15])[C@@H:12]([NH:11][C:9]([O:8][CH2:1][C:2]1[CH:3]=[CH:4][CH:5]=[CH:6][CH:7]=1)=[O:10])[CH2:16][NH:17][C:18]([O:20][C:21]([CH3:24])([CH3:23])[CH3:22])=[O:19].